From a dataset of Forward reaction prediction with 1.9M reactions from USPTO patents (1976-2016). Predict the product of the given reaction. (1) Given the reactants [O:1]=[C:2]1[NH:6][C@H:5]([C:7]2[CH:12]=[CH:11][CH:10]=[C:9]([C:13]#[C:14][C:15]3[CH:20]=[CH:19][CH:18]=[CH:17][CH:16]=3)[CH:8]=2)[C@@H:4]([C:21]([NH2:23])=O)[O:3]1.P(Cl)(Cl)(Cl)=O.C(=O)(O)[O-].[Na+], predict the reaction product. The product is: [O:1]=[C:2]1[NH:6][C@H:5]([C:7]2[CH:12]=[CH:11][CH:10]=[C:9]([C:13]#[C:14][C:15]3[CH:16]=[CH:17][CH:18]=[CH:19][CH:20]=3)[CH:8]=2)[C@@H:4]([C:21]#[N:23])[O:3]1. (2) Given the reactants S(Cl)(Cl)=O.O(C(CC)C(O)=O)C1C=CC=CC=1.O(C(CC)C(Cl)=O)C1C=CC=CC=1.[O:31]([CH:38]([CH2:44][CH3:45])[C:39]([N:41]=[C:42]=[S:43])=[O:40])[C:32]1[CH:37]=[CH:36][CH:35]=[CH:34][CH:33]=1.[Cl:46][C:47]1[CH:48]=[C:49]([CH:51]=[CH:52][C:53]=1[O:54][C:55]1[C:64]2[C:59](=[CH:60][C:61]([O:67][CH3:68])=[C:62]([O:65][CH3:66])[CH:63]=2)[N:58]=[CH:57][CH:56]=1)[NH2:50], predict the reaction product. The product is: [Cl:46][C:47]1[CH:48]=[C:49]([NH:50][C:42]([NH:41][C:39](=[O:40])[CH:38]([O:31][C:32]2[CH:37]=[CH:36][CH:35]=[CH:34][CH:33]=2)[CH2:44][CH3:45])=[S:43])[CH:51]=[CH:52][C:53]=1[O:54][C:55]1[C:64]2[C:59](=[CH:60][C:61]([O:67][CH3:68])=[C:62]([O:65][CH3:66])[CH:63]=2)[N:58]=[CH:57][CH:56]=1.